Predict the reaction yield, written as a fraction of the theoretical maximum amount of product (1.0 means a 100% yield; for example, 0.34 means a 34% yield). From a dataset of Reaction yield outcomes from USPTO patents with 853,638 reactions. (1) The reactants are [CH3:1][O:2][C:3]1[CH:4]=[C:5]2[C:10](=[CH:11][CH:12]=1)[CH:9]=[C:8]([C:13](=O)[CH2:14][CH2:15][C:16]([C:18]1[CH:23]=[CH:22][CH:21]=[CH:20][CH:19]=1)=O)[CH:7]=[CH:6]2.[NH2:25][C:26]1[CH:31]=[CH:30][CH:29]=[CH:28][CH:27]=1. No catalyst specified. The product is [CH3:1][O:2][C:3]1[CH:4]=[C:5]2[C:10](=[CH:11][CH:12]=1)[CH:9]=[C:8]([C:13]1[N:25]([C:26]3[CH:31]=[CH:30][CH:29]=[CH:28][CH:27]=3)[C:16]([C:18]3[CH:23]=[CH:22][CH:21]=[CH:20][CH:19]=3)=[CH:15][CH:14]=1)[CH:7]=[CH:6]2. The yield is 0.770. (2) The reactants are Cl[C:2]1[N:11]=[C:10]([NH:12][CH2:13][CH:14]([O:21][CH3:22])[C:15]2[CH:20]=[CH:19][CH:18]=[CH:17][CH:16]=2)[C:9]2[C:4](=[CH:5][CH:6]=[CH:7][CH:8]=2)[N:3]=1.[CH3:23][C:24]1[C:29](B(O)O)=[CH:28][N:27]2[CH:33]=[CH:34][N:35]=[C:26]2[CH:25]=1.C(NC1C2C(=CC=CC=2)N=C(C2SC3C=CC=CC=3C=2)N=1)(C1C=CC=CC=1)C1C=CC=CC=1. The catalyst is C(Cl)(Cl)Cl.CO. The product is [CH3:22][O:21][CH:14]([C:15]1[CH:20]=[CH:19][CH:18]=[CH:17][CH:16]=1)[CH2:13][NH:12][C:10]1[C:9]2[C:4](=[CH:5][CH:6]=[CH:7][CH:8]=2)[N:3]=[C:2]([C:29]2[C:24]([CH3:23])=[CH:25][C:26]3[N:27]([CH:33]=[CH:34][N:35]=3)[CH:28]=2)[N:11]=1. The yield is 0.250. (3) The reactants are [CH2:1]([O:8][CH2:9][CH2:10][C@H:11]([NH:25][C:26]([O:28][C:29]([CH3:32])([CH3:31])[CH3:30])=[O:27])[C:12]([NH:14][N:15]1[CH:19]=[CH:18][C:17]([Br:20])=[C:16]1[C:21]([O:23]C)=O)=[O:13])[C:2]1[CH:7]=[CH:6][CH:5]=[CH:4][CH:3]=1.[F:33][C:34]1[CH:35]=[C:36]([CH:38]=[C:39]([F:41])[CH:40]=1)[NH2:37].C[Al](C)C. No catalyst specified. The product is [CH2:1]([O:8][CH2:9][CH2:10][C@H:11]([NH:25][C:26](=[O:27])[O:28][C:29]([CH3:30])([CH3:32])[CH3:31])[C:12]([NH:14][N:15]1[CH:19]=[CH:18][C:17]([Br:20])=[C:16]1[C:21](=[O:23])[NH:37][C:36]1[CH:35]=[C:34]([F:33])[CH:40]=[C:39]([F:41])[CH:38]=1)=[O:13])[C:2]1[CH:7]=[CH:6][CH:5]=[CH:4][CH:3]=1. The yield is 0.410. (4) The reactants are [ClH:1].[NH2:2][C:3]1[N:8]=[CH:7][C:6](/[CH:9]=[CH:10]/[C:11]([OH:13])=O)=[CH:5][C:4]=1[CH2:14][N:15]1[CH2:20][CH2:19][N:18]([CH3:21])[CH2:17][CH2:16]1.Cl.[CH3:23][N:24]1[CH2:30][C:29]2[CH:31]=[C:32](/[CH:35]=[CH:36]/[C:37](O)=O)C=N[C:28]=2[NH:27][C:26](=O)[CH2:25]1.CNCC1N(C)C2C(C=1)=CC=CC=2.CNCC1C=CC2C(=CC=CC=2)C=1CCC. No catalyst specified. The product is [ClH:1].[NH2:2][C:3]1[N:8]=[CH:7][C:6](/[CH:9]=[CH:10]/[C:11]([N:27]([CH3:28])[CH2:26][C:25]2[N:24]([CH3:23])[C:30]3[C:36]([CH:37]=2)=[CH:35][CH:32]=[CH:31][CH:29]=3)=[O:13])=[CH:5][C:4]=1[CH2:14][N:15]1[CH2:20][CH2:19][N:18]([CH3:21])[CH2:17][CH2:16]1. The yield is 0.140. (5) The reactants are C[O:2][C:3]([C:5]1[C:6]([C:14]2[CH:19]=[CH:18][C:17]([O:20][CH2:21][C:22]3[CH:27]=[CH:26][CH:25]=[CH:24][CH:23]=3)=[CH:16][C:15]=2[O:28][CH3:29])=[CH:7][CH:8]=[C:9]([C:11](=[O:13])[CH3:12])[CH:10]=1)=[O:4].[OH-].[Na+].CO.Cl. The catalyst is O. The product is [C:11]([C:9]1[CH:10]=[C:5]([C:3]([OH:4])=[O:2])[C:6]([C:14]2[CH:19]=[CH:18][C:17]([O:20][CH2:21][C:22]3[CH:27]=[CH:26][CH:25]=[CH:24][CH:23]=3)=[CH:16][C:15]=2[O:28][CH3:29])=[CH:7][CH:8]=1)(=[O:13])[CH3:12]. The yield is 0.690. (6) The reactants are [CH3:1][C:2]1[NH:7][C:6](=[O:8])[C:5]([C:9]#[N:10])=[C:4]([CH:11]([CH3:13])[CH3:12])[CH:3]=1.[B-](F)(F)(F)[F:15].[B-](F)(F)(F)F.C1[N+]2(CCl)CC[N+](F)(CC2)C1. The catalyst is CC#N. The product is [F:15][C:3]1[C:4]([CH:11]([CH3:13])[CH3:12])=[C:5]([C:9]#[N:10])[C:6](=[O:8])[NH:7][C:2]=1[CH3:1]. The yield is 0.360. (7) The reactants are Cl[CH2:2][CH2:3][O:4][C:5]1[C:13]2[C:8](=[N:9][CH:10]=[N:11][C:12]=2[NH:14][C:15]2[CH:20]=[CH:19][C:18]([O:21][CH2:22][C:23]3[CH:28]=[CH:27][CH:26]=[CH:25][N:24]=3)=[C:17]([CH3:29])[CH:16]=2)[NH:7][N:6]=1.[OH:30][CH:31]1[CH2:36][CH2:35][NH:34][CH2:33][CH2:32]1. No catalyst specified. The product is [CH3:29][C:17]1[CH:16]=[C:15]([NH:14][C:12]2[N:11]=[CH:10][N:9]=[C:8]3[NH:7][N:6]=[C:5]([O:4][CH2:3][CH2:2][N:34]4[CH2:35][CH2:36][CH:31]([OH:30])[CH2:32][CH2:33]4)[C:13]=23)[CH:20]=[CH:19][C:18]=1[O:21][CH2:22][C:23]1[CH:28]=[CH:27][CH:26]=[CH:25][N:24]=1. The yield is 0.390.